Dataset: Forward reaction prediction with 1.9M reactions from USPTO patents (1976-2016). Task: Predict the product of the given reaction. (1) Given the reactants C([O:4][C@H:5]1[C@H:10]([O:11]C(=O)C)[C@@H:9]([O:15]C(=O)C)[CH:8]([C:19]2[CH:24]=[CH:23][C:22]([CH:25]3[CH2:27][CH2:26]3)=[C:21]([CH2:28][C:29]3[CH:38]=[CH:37][C:32]4[O:33][CH2:34][CH2:35][O:36][C:31]=4[CH:30]=3)[CH:20]=2)[O:7][C@@H:6]1[CH2:39][O:40]C(=O)C)(=O)C.[OH-].[Li+], predict the reaction product. The product is: [CH:25]1([C:22]2[CH:23]=[CH:24][C:19]([C@H:8]3[C@H:9]([OH:15])[C@@H:10]([OH:11])[C@H:5]([OH:4])[C@@H:6]([CH2:39][OH:40])[O:7]3)=[CH:20][C:21]=2[CH2:28][C:29]2[CH:38]=[CH:37][C:32]3[O:33][CH2:34][CH2:35][O:36][C:31]=3[CH:30]=2)[CH2:27][CH2:26]1. (2) The product is: [CH3:8][C:6]1[NH:5][C:4](=[O:9])[C:3]([N+:10]([O-:12])=[O:11])=[C:2]([N:22]2[CH2:23][CH2:24][N:19]([C:13]3[CH:18]=[CH:17][CH:16]=[CH:15][CH:14]=3)[CH2:20][CH2:21]2)[N:7]=1. Given the reactants Br[C:2]1[N:7]=[C:6]([CH3:8])[NH:5][C:4](=[O:9])[C:3]=1[N+:10]([O-:12])=[O:11].[C:13]1([N:19]2[CH2:24][CH2:23][NH:22][CH2:21][CH2:20]2)[CH:18]=[CH:17][CH:16]=[CH:15][CH:14]=1.C(=O)([O-])[O-].[K+].[K+], predict the reaction product. (3) Given the reactants CN(C)CCN(C)C.[CH2:9]=[CH:10][C:11]1[CH:16]=[CH:15][CH:14]=[CH:13][CH:12]=1.C([Li])CCC.[CH2:22]=[CH:23][C:24](=[CH2:26])[CH3:25].C[Si](C)(Cl)Cl, predict the reaction product. The product is: [CH2:9]=[CH:10][C:11]1[CH:16]=[CH:15][CH:14]=[CH:13][CH:12]=1.[CH2:22]=[CH:23][C:24](=[CH2:25])[CH3:26].[CH2:9]=[CH:10][C:11]1[CH:16]=[CH:15][CH:14]=[CH:13][CH:12]=1. (4) Given the reactants [H-].[Na+].[N:3]1[C:7]2[CH:8]=[CH:9][CH:10]=[CH:11][C:6]=2[NH:5][C:4]=1[CH2:12][C:13]#[N:14].Br[CH2:16][CH2:17][CH2:18][CH2:19][CH2:20]Br.O, predict the reaction product. The product is: [NH:3]1[C:7]2[CH:8]=[CH:9][CH:10]=[CH:11][C:6]=2[N:5]=[C:4]1[C:12]1([C:13]#[N:14])[CH2:20][CH2:19][CH2:18][CH2:17][CH2:16]1. (5) Given the reactants [CH3:1][CH2:2][C@H:3]1[O:18][C:16](=[O:17])[C@H:15]([CH3:19])[C@@H:14]([O:20][C@@H:21]2[O:26][C@@H:25]([CH3:27])[C@H:24]([OH:28])[C@@:23]([O:30][CH3:31])([CH3:29])[CH2:22]2)[C@H:13]([CH3:32])[C@@H:12]([O:33][C@@H:34]2[O:39][C@H:38]([CH3:40])[CH2:37][C@H:36]([N:41]([CH3:43])[CH3:42])[C@H:35]2[OH:44])[C@@:11]([OH:46])([CH3:45])[CH2:10][C@@H:9]([CH3:47])[C:7](=[O:8])[C@H:6]([CH3:48])[C@@H:5]([OH:49])[C@@:4]1([OH:51])[CH3:50].[BH4-].[Na+], predict the reaction product. The product is: [CH3:1][CH2:2][C@H:3]1[O:18][C:16](=[O:17])[C@H:15]([CH3:19])[C@@H:14]([O:20][C@@H:21]2[O:26][C@@H:25]([CH3:27])[C@H:24]([OH:28])[C@@:23]([O:30][CH3:31])([CH3:29])[CH2:22]2)[C@H:13]([CH3:32])[C@@H:12]([O:33][C@@H:34]2[O:39][C@H:38]([CH3:40])[CH2:37][C@H:36]([N:41]([CH3:42])[CH3:43])[C@H:35]2[OH:44])[C@@:11]([OH:46])([CH3:45])[CH2:10][C@@H:9]([CH3:47])[C@H:7]([OH:8])[C@H:6]([CH3:48])[C@@H:5]([OH:49])[C@@:4]1([OH:51])[CH3:50].